Dataset: Catalyst prediction with 721,799 reactions and 888 catalyst types from USPTO. Task: Predict which catalyst facilitates the given reaction. (1) Reactant: [N:1]([CH2:4][CH:5]1[CH2:9][C:8]2[CH:10]=[CH:11][CH:12]=[C:13]([C:14]3[CH:19]=[CH:18][CH:17]=[CH:16][C:15]=3[CH3:20])[C:7]=2[O:6]1)=[N+]=[N-]. Product: [CH3:20][C:15]1[CH:16]=[CH:17][CH:18]=[CH:19][C:14]=1[C:13]1[C:7]2[O:6][CH:5]([CH2:4][NH2:1])[CH2:9][C:8]=2[CH:10]=[CH:11][CH:12]=1. The catalyst class is: 45. (2) Reactant: [N:1]1[CH:6]=[CH:5][CH:4]=[C:3]([NH2:7])[CH:2]=1.[Cl:8][C:9]1[CH:14]=[CH:13][CH:12]=[CH:11][C:10]=1[CH2:15][N:16]1[C:21](=[O:22])[C:20]([C:23]([NH:25][CH2:26][C:27]([O:29]CC)=[O:28])=[O:24])=[C:19]([OH:32])[C:18]([C:33](OC)=[O:34])=[C:17]1[OH:37]. Product: [Cl:8][C:9]1[CH:14]=[CH:13][CH:12]=[CH:11][C:10]=1[CH2:15][N:16]1[C:17]([OH:37])=[C:18]([C:33]([NH:7][C:3]2[CH:2]=[N:1][CH:6]=[CH:5][CH:4]=2)=[O:34])[C:19]([OH:32])=[C:20]([C:23]([NH:25][CH2:26][C:27]([OH:29])=[O:28])=[O:24])[C:21]1=[O:22]. The catalyst class is: 22. (3) Reactant: [N:1]1[C:5]2[CH:6]=[CH:7][CH:8]=[CH:9][C:4]=2[NH:3][C:2]=1[C:10]([OH:12])=O.CN(C(ON1N=[N:28][C:23]2[CH:24]=[CH:25][CH:26]=[CH:27][C:22]1=2)=[N+](C)C)C.[B-](F)(F)(F)F.[CH:35]1[CH:36]=[CH:37]C2N(O)N=[N:41][C:39]=2[CH:40]=1.[CH3:45]CN(C(C)C)C(C)C.[OH2:54]. Product: [N:41]1[CH:37]=[CH:36][CH:35]=[C:40]([O:54][C:25]2[CH:24]=[C:23]([NH:28][C:10]([C:2]3[NH:1][C:5]4[CH:6]=[CH:7][C:8]([CH3:45])=[CH:9][C:4]=4[N:3]=3)=[O:12])[CH:22]=[CH:27][CH:26]=2)[CH:39]=1. The catalyst class is: 3. (4) Reactant: [Cl:1][C:2]1[N:7]=[C:6]([N:8]([CH3:20])[C:9]2[CH:10]=[CH:11][C:12]3[C:16]([CH:17]=2)=[N:15][N:14]([CH3:18])[C:13]=3[CH3:19])[CH:5]=[CH:4][N:3]=1.[NH2:21][C:22]1[CH:23]=[CH:24][C:25]([CH3:32])=[C:26]([S:28]([NH2:31])(=[O:30])=[O:29])[CH:27]=1.Cl.O1CCOCC1. Product: [ClH:1].[CH3:18][N:14]1[C:13]([CH3:19])=[C:12]2[C:16]([CH:17]=[C:9]([N:8]([CH3:20])[C:6]3[CH:5]=[CH:4][N:3]=[C:2]([NH:21][C:22]4[CH:23]=[CH:24][C:25]([CH3:32])=[C:26]([S:28]([NH2:31])(=[O:29])=[O:30])[CH:27]=4)[N:7]=3)[CH:10]=[CH:11]2)=[N:15]1. The catalyst class is: 5. (5) Reactant: [Cl:1][C:2]1[C:18]([C:19]2([C:22]#[N:23])[CH2:21][CH2:20]2)=[CH:17][CH:16]=[CH:15][C:3]=1[C:4]([NH:6][C:7]1[CH:12]=[C:11]([OH:13])[CH:10]=[CH:9][C:8]=1[F:14])=[O:5].Cl[C:25]1[CH:30]=[CH:29][C:28]([N+:31]([O-:33])=[O:32])=[CH:27][N:26]=1.C(=O)([O-])[O-].[K+].[K+].CN(C)C=O. Product: [Cl:1][C:2]1[C:18]([C:19]2([C:22]#[N:23])[CH2:21][CH2:20]2)=[CH:17][CH:16]=[CH:15][C:3]=1[C:4]([NH:6][C:7]1[CH:12]=[C:11]([O:13][C:25]2[CH:30]=[CH:29][C:28]([N+:31]([O-:33])=[O:32])=[CH:27][N:26]=2)[CH:10]=[CH:9][C:8]=1[F:14])=[O:5]. The catalyst class is: 6. (6) Reactant: [CH:1]1([C:4]2[C:9]3[CH2:10][O:11][C:12]([CH3:15])([CH3:14])[CH2:13][C:8]=3[C:7]([C:16]#[N:17])=[C:6]([N:18]3[CH2:23][CH2:22][N:21]([C:24]([C@@H:26]4[CH2:28][C@H:27]4[CH2:29][OH:30])=[O:25])[C@H:20]([CH:31]([CH3:33])[CH3:32])[CH2:19]3)[N:5]=2)[CH2:3][CH2:2]1.[H-].[Na+].[C:36](=O)([O:39]C)[O:37][CH3:38].O. Product: [C:36](=[O:39])([O:37][CH3:38])[O:30][CH2:29][C@@H:27]1[CH2:28][C@H:26]1[C:24]([N:21]1[CH2:22][CH2:23][N:18]([C:6]2[C:7]([C:16]#[N:17])=[C:8]3[CH2:13][C:12]([CH3:14])([CH3:15])[O:11][CH2:10][C:9]3=[C:4]([CH:1]3[CH2:2][CH2:3]3)[N:5]=2)[CH2:19][C@H:20]1[CH:31]([CH3:33])[CH3:32])=[O:25]. The catalyst class is: 3. (7) Reactant: [C:1]([NH:5][C:6]([C:8]1[C:12]2=[N:13][C:14]([C:17]3[CH:18]=[CH:19][CH:20]=[C:21]4[C:25]=3[N:24](COCC[Si](C)(C)C)[N:23]=[CH:22]4)=[CH:15][N:16]=[C:11]2[NH:10][CH:9]=1)=[O:7])([CH3:4])([CH3:3])[CH3:2].[ClH:34]. Product: [ClH:34].[C:1]([NH:5][C:6]([C:8]1[C:12]2=[N:13][C:14]([C:17]3[CH:18]=[CH:19][CH:20]=[C:21]4[C:25]=3[NH:24][N:23]=[CH:22]4)=[CH:15][N:16]=[C:11]2[NH:10][CH:9]=1)=[O:7])([CH3:4])([CH3:2])[CH3:3]. The catalyst class is: 12. (8) Reactant: [O:1]1[C:5]2[CH:6]=[CH:7][CH:8]=[CH:9][C:4]=2[C:3]([CH2:10][C:11]([OH:13])=O)=[N:2]1.C(N=C=NCCCN(C)C)C.[F:25][C:26]([F:32])([F:31])[S:27]([NH2:30])(=[O:29])=[O:28]. Product: [O:1]1[C:5]2[CH:6]=[CH:7][CH:8]=[CH:9][C:4]=2[C:3]([CH2:10][C:11]([NH:30][S:27]([C:26]([F:32])([F:31])[F:25])(=[O:29])=[O:28])=[O:13])=[N:2]1. The catalyst class is: 172. (9) Reactant: C(OC([N:8]1[CH2:13][CH2:12][O:11][CH:10]([CH:14]([CH3:16])[CH3:15])[CH2:9]1)=O)(C)(C)C.Cl. Product: [CH:14]([CH:10]1[O:11][CH2:12][CH2:13][NH:8][CH2:9]1)([CH3:16])[CH3:15]. The catalyst class is: 12. (10) Reactant: S(Cl)(Cl)=O.[CH3:5][O:6][C:7]1[CH:8]=[C:9]([CH2:13][C:14]([OH:16])=O)[CH:10]=[CH:11][CH:12]=1.[Cl:17]CCl. Product: [CH3:5][O:6][C:7]1[CH:8]=[C:9]([CH2:13][C:14]([Cl:17])=[O:16])[CH:10]=[CH:11][CH:12]=1. The catalyst class is: 9.